This data is from NCI-60 drug combinations with 297,098 pairs across 59 cell lines. The task is: Regression. Given two drug SMILES strings and cell line genomic features, predict the synergy score measuring deviation from expected non-interaction effect. Drug 1: C1CC(=O)NC(=O)C1N2CC3=C(C2=O)C=CC=C3N. Drug 2: C1=C(C(=O)NC(=O)N1)N(CCCl)CCCl. Cell line: SW-620. Synergy scores: CSS=15.6, Synergy_ZIP=-9.02, Synergy_Bliss=-7.84, Synergy_Loewe=-20.1, Synergy_HSA=-6.03.